From a dataset of Reaction yield outcomes from USPTO patents with 853,638 reactions. Predict the reaction yield, written as a fraction of the theoretical maximum amount of product (1.0 means a 100% yield; for example, 0.34 means a 34% yield). (1) The reactants are [F:1][C:2]1[C:7]([F:8])=[CH:6][CH:5]=[CH:4][C:3]=1[C:9]1[N:17]=[C:12]2[CH:13]=[N:14][NH:15][CH:16]=[C:11]2[N:10]=1.C(=O)([O-])[O-].[K+].[K+].Br[CH:25]([C:30]1[CH:31]=[N:32][C:33]([C:36]2[CH:41]=[CH:40][C:39]([O:42][CH2:43][CH2:44][CH3:45])=[CH:38][C:37]=2[C:46]([F:49])([F:48])[F:47])=[CH:34][CH:35]=1)[C:26]([O:28][CH3:29])=[O:27]. The catalyst is CN(C=O)C.CCOC(C)=O. The product is [F:1][C:2]1[C:7]([F:8])=[CH:6][CH:5]=[CH:4][C:3]=1[C:9]1[N:17]=[C:12]2[CH:13]=[N:14][N:15]([CH:25]([C:30]3[CH:31]=[N:32][C:33]([C:36]4[CH:41]=[CH:40][C:39]([O:42][CH2:43][CH2:44][CH3:45])=[CH:38][C:37]=4[C:46]([F:48])([F:47])[F:49])=[CH:34][CH:35]=3)[C:26]([O:28][CH3:29])=[O:27])[CH:16]=[C:11]2[N:10]=1. The yield is 0.680. (2) The reactants are [O:1]=[C:2]1[C:10]2[C:5](=[CH:6][CH:7]=[CH:8][CH:9]=2)[C:4](=[O:11])[N:3]1[CH2:12][CH2:13][CH2:14][CH2:15][N:16]([CH2:27][C:28]1[N:32](S(O)(=O)=O)[C:31]2[CH2:37][CH2:38][CH2:39][CH2:40][C:30]=2[N:29]=1)[CH:17]1[C:26]2[N:25]=[CH:24][CH:23]=[CH:22][C:21]=2[CH2:20][CH2:19][CH2:18]1.Cl.[OH-].[Na+]. No catalyst specified. The product is [NH:29]1[C:30]2[CH2:40][CH2:39][CH2:38][CH2:37][C:31]=2[N:32]=[C:28]1[CH2:27][N:16]([CH:17]1[C:26]2[N:25]=[CH:24][CH:23]=[CH:22][C:21]=2[CH2:20][CH2:19][CH2:18]1)[CH2:15][CH2:14][CH2:13][CH2:12][N:3]1[C:2](=[O:1])[C:10]2[C:5](=[CH:6][CH:7]=[CH:8][CH:9]=2)[C:4]1=[O:11]. The yield is 0.640. (3) The reactants are [F:1][C:2]1[CH:8]=[CH:7][C:5]([NH2:6])=[CH:4][CH:3]=1.Br[CH:10]([C:16]1[CH:21]=[CH:20][CH:19]=[CH:18][CH:17]=1)[C:11]([O:13][CH2:14][CH3:15])=[O:12]. The catalyst is C(#N)C. The product is [F:1][C:2]1[CH:8]=[CH:7][C:5]([NH:6][CH:10]([C:16]2[CH:21]=[CH:20][CH:19]=[CH:18][CH:17]=2)[C:11]([O:13][CH2:14][CH3:15])=[O:12])=[CH:4][CH:3]=1. The yield is 0.723. (4) The reactants are C(OC([N:8]1[CH2:13][CH2:12][N:11]([C:14]2[CH:19]=[CH:18][C:17](/[CH:20]=[CH:21]/[C:22]3[C:30]4[C:25](=[CH:26][CH:27]=[CH:28][CH:29]=4)[NH:24][N:23]=3)=[C:16]([NH:31][C:32]([C:34]3[S:35][CH:36]=[CH:37][C:38]=3[CH3:39])=[O:33])[CH:15]=2)[CH2:10][CH2:9]1)=O)(C)(C)C.Cl.C(O)C.[OH-].[Na+]. The catalyst is C(O)C. The product is [NH:24]1[C:25]2[C:30](=[CH:29][CH:28]=[CH:27][CH:26]=2)[C:22](/[CH:21]=[CH:20]/[C:17]2[CH:18]=[CH:19][C:14]([N:11]3[CH2:12][CH2:13][NH:8][CH2:9][CH2:10]3)=[CH:15][C:16]=2[NH:31][C:32]([C:34]2[S:35][CH:36]=[CH:37][C:38]=2[CH3:39])=[O:33])=[N:23]1. The yield is 0.550. (5) The reactants are CC1(C)[O:6][C@H:5]([CH2:7][O:8][C:9]2[N:14]=[C:13]([NH:15][C@H:16]([C:18]3[CH:23]=[CH:22][C:21]([F:24])=[CH:20][N:19]=3)[CH3:17])[N:12]=[C:11]([NH:25][C:26]3[CH:30]=[C:29]([O:31][CH:32]([CH3:34])[CH3:33])[NH:28][N:27]=3)[C:10]=2[F:35])[CH2:4][O:3]1.C1(C)C=CC(S(O)(=O)=O)=CC=1. The catalyst is CO.O. The product is [F:35][C:10]1[C:9]([O:8][CH2:7][C@@H:5]([OH:6])[CH2:4][OH:3])=[N:14][C:13]([NH:15][C@H:16]([C:18]2[CH:23]=[CH:22][C:21]([F:24])=[CH:20][N:19]=2)[CH3:17])=[N:12][C:11]=1[NH:25][C:26]1[CH:30]=[C:29]([O:31][CH:32]([CH3:34])[CH3:33])[NH:28][N:27]=1. The yield is 0.400. (6) The catalyst is CN(C=O)C. The yield is 0.320. The product is [C:38]([C:42]1[CH:43]=[CH:44][C:45]([NH:46][C:11]([C:8]2[CH:9]=[CH:10][C:4]3[S:3][C:2]([CH3:1])=[N:6][C:5]=3[CH:7]=2)=[O:13])=[CH:47][CH:48]=1)([CH3:41])([CH3:39])[CH3:40]. The reactants are [CH3:1][C:2]1[S:3][C:4]2[CH:10]=[CH:9][C:8]([C:11]([OH:13])=O)=[CH:7][C:5]=2[N:6]=1.CN(C(ON1N=NC2C=CC=NC1=2)=[N+](C)C)C.F[P-](F)(F)(F)(F)F.[C:38]([C:42]1[CH:48]=[CH:47][C:45]([NH2:46])=[CH:44][CH:43]=1)([CH3:41])([CH3:40])[CH3:39].CCN(CC)CC.